From a dataset of Full USPTO retrosynthesis dataset with 1.9M reactions from patents (1976-2016). Predict the reactants needed to synthesize the given product. (1) Given the product [Cl:6][C:7]1[CH:12]=[CH:11][CH:10]=[C:9]([Cl:13])[C:8]=1[C:14](=[O:23])[C:15](=[N:2][OH:4])[C:16](=[O:22])[C:17]([O:19][CH2:20][CH3:21])=[O:18], predict the reactants needed to synthesize it. The reactants are: Cl.[N:2]([O-:4])=O.[Na+].[Cl:6][C:7]1[CH:12]=[CH:11][CH:10]=[C:9]([Cl:13])[C:8]=1[C:14](=[O:23])[CH2:15][C:16](=[O:22])[C:17]([O:19][CH2:20][CH3:21])=[O:18]. (2) The reactants are: [CH2:1]([S:3]([CH2:6][C:7]1[CH:15]=[CH:14][C:10]([C:11]([OH:13])=O)=[CH:9][CH:8]=1)(=[O:5])=[O:4])[CH3:2].[Cl:16][C:17]1[CH:23]=[CH:22][C:20]([NH2:21])=[CH:19][C:18]=1[C:24]1[CH:29]=[CH:28][CH:27]=[CH:26][N:25]=1. Given the product [Cl:16][C:17]1[CH:23]=[CH:22][C:20]([NH:21][C:11](=[O:13])[C:10]2[CH:9]=[CH:8][C:7]([CH2:6][S:3]([CH2:1][CH3:2])(=[O:4])=[O:5])=[CH:15][CH:14]=2)=[CH:19][C:18]=1[C:24]1[CH:29]=[CH:28][CH:27]=[CH:26][N:25]=1, predict the reactants needed to synthesize it. (3) Given the product [CH2:3]([N:10]1[C:18]2[C:17]([O:19][C:20]3[C:25]([CH3:26])=[CH:24][C:23]([CH3:27])=[CH:22][C:21]=3[CH3:28])=[N:16][C:15]([NH:10][C:3]3[CH:32]=[CH:33][C:34]([C:35]#[N:31])=[CH:5][CH:4]=3)=[N:14][C:13]=2[CH:12]=[CH:11]1)[C:4]1[CH:9]=[CH:8][CH:7]=[CH:6][CH:5]=1, predict the reactants needed to synthesize it. The reactants are: [H-].[Na+].[CH2:3]([N:10]1[C:18]2[C:17]([O:19][C:20]3[C:25]([CH3:26])=[CH:24][C:23]([CH3:27])=[CH:22][C:21]=3[CH3:28])=[N:16][C:15](F)=[N:14][C:13]=2[CH:12]=[CH:11]1)[C:4]1[CH:9]=[CH:8][CH:7]=[CH:6][CH:5]=1.C[N:31]1[C:35](=O)[CH2:34][CH2:33][CH2:32]1. (4) Given the product [Br:25][CH2:48][C:46]1[C:45]([O:50][CH3:51])=[CH:44][C:35]2[CH:36]([C:38]3[CH:43]=[CH:42][CH:41]=[CH:40][CH:39]=3)[NH:37][C:31]([CH2:27][CH2:28][CH2:29][CH3:30])([CH2:54][CH2:55][CH2:56][CH3:57])[CH2:32][S:33](=[O:52])(=[O:53])[C:34]=2[CH:47]=1, predict the reactants needed to synthesize it. The reactants are: N1C=CN=C1.C1(P(C2C=CC=CC=2)C2C=CC=CC=2)C=CC=CC=1.[Br:25]Br.[CH2:27]([C:31]1([CH2:54][CH2:55][CH2:56][CH3:57])[NH:37][CH:36]([C:38]2[CH:43]=[CH:42][CH:41]=[CH:40][CH:39]=2)[C:35]2[CH:44]=[C:45]([O:50][CH3:51])[C:46]([CH2:48]O)=[CH:47][C:34]=2[S:33](=[O:53])(=[O:52])[CH2:32]1)[CH2:28][CH2:29][CH3:30].[O-]S([O-])=O.[Na+].[Na+]. (5) Given the product [CH:33]1([N:34]2[CH2:26][CH2:25][CH2:24][N:23]([C:6]([N:4]3[CH2:5][CH:2]([O:1][C:9]4[CH:14]=[CH:13][C:12]([O:15][CH3:16])=[CH:11][CH:10]=4)[CH2:3]3)=[O:7])[CH2:36][CH2:35]2)[CH2:32][CH2:31][CH2:30]1, predict the reactants needed to synthesize it. The reactants are: [OH:1][CH:2]1[CH2:5][N:4]([CH:6]=[O:7])[CH2:3]1.I[C:9]1[CH:14]=[CH:13][C:12]([O:15][CH3:16])=[CH:11][CH:10]=1.C([O-])([O-])=O.[Cs+].[Cs+].[N:23]1[C:36]2C(=CC=[C:30]3[C:35]=2[N:34]=[CH:33][CH:32]=[CH:31]3)[CH:26]=[CH:25][CH:24]=1. (6) Given the product [Br:1][C:2]1[CH:7]=[CH:6][C:5]([O:8][CH2:10][CH:12]2[CH2:14][C:13]2([F:16])[F:15])=[CH:4][N:3]=1, predict the reactants needed to synthesize it. The reactants are: [Br:1][C:2]1[CH:7]=[CH:6][C:5]([OH:8])=[CH:4][N:3]=1.Br[CH:10]([CH:12]1[CH2:14][C:13]1([F:16])[F:15])C.C([O-])([O-])=O.[K+].[K+]. (7) Given the product [NH2:33][C:30]1[CH:29]=[CH:28][C:27]([CH2:26][N:7]([C@H:5]([CH:1]2[CH2:2][CH2:3][CH2:4]2)[CH3:6])[C:8](=[O:25])[CH2:9][N:10]2[C:22](=[O:23])[C@:13]3([C:21]4[C:16](=[CH:17][CH:18]=[CH:19][CH:20]=4)[CH2:15][CH2:14]3)[NH:12][C:11]2=[O:24])=[CH:32][CH:31]=1, predict the reactants needed to synthesize it. The reactants are: [CH:1]1([C@@H:5]([N:7]([CH2:26][C:27]2[CH:32]=[CH:31][C:30]([NH:33]C(=O)OC(C)(C)C)=[CH:29][CH:28]=2)[C:8](=[O:25])[CH2:9][N:10]2[C:22](=[O:23])[C@:13]3([C:21]4[C:16](=[CH:17][CH:18]=[CH:19][CH:20]=4)[CH2:15][CH2:14]3)[NH:12][C:11]2=[O:24])[CH3:6])[CH2:4][CH2:3][CH2:2]1.C(O)(C(F)(F)F)=O. (8) The reactants are: [CH3:1][N:2]1[CH:10]=[C:9]2[C:4]([CH:5]=[C:6]([NH:11][C:12]([C:14]3[CH:19]=[CH:18][CH:17]=[CH:16][C:15]=3[NH:20][CH2:21][C:22]3[CH:27]=[CH:26][N:25]=[C:24]([NH:28][C:29]([N:31]4[CH2:36][CH2:35][S:34][CH2:33][CH2:32]4)=[O:30])[CH:23]=3)=[O:13])[CH:7]=[CH:8]2)=[N:3]1.I([O-])(=O)(=O)=[O:38].[Na+]. Given the product [CH3:1][N:2]1[CH:10]=[C:9]2[C:4]([CH:5]=[C:6]([NH:11][C:12]([C:14]3[CH:19]=[CH:18][CH:17]=[CH:16][C:15]=3[NH:20][CH2:21][C:22]3[CH:27]=[CH:26][N:25]=[C:24]([NH:28][C:29]([N:31]4[CH2:32][CH2:33][S:34](=[O:38])[CH2:35][CH2:36]4)=[O:30])[CH:23]=3)=[O:13])[CH:7]=[CH:8]2)=[N:3]1, predict the reactants needed to synthesize it.